Dataset: Forward reaction prediction with 1.9M reactions from USPTO patents (1976-2016). Task: Predict the product of the given reaction. (1) Given the reactants [CH3:1][O:2][C:3](=[O:25])[CH2:4][C:5]1[C:14]([CH3:15])=[C:13](OS(C(F)(F)F)(=O)=O)[C:12]2[C:7](=[CH:8][CH:9]=[C:10]([Cl:24])[CH:11]=2)[CH:6]=1.[N+:26]([C:29]1[CH:34]=[CH:33][C:32](B(O)O)=[CH:31][CH:30]=1)([O-:28])=[O:27].C(=O)([O-])[O-].[Cs+].[Cs+].C(OCC)(=O)C, predict the reaction product. The product is: [CH3:1][O:2][C:3](=[O:25])[CH2:4][C:5]1[C:14]([CH3:15])=[C:13]([C:32]2[CH:33]=[CH:34][C:29]([N+:26]([O-:28])=[O:27])=[CH:30][CH:31]=2)[C:12]2[C:7](=[CH:8][CH:9]=[C:10]([Cl:24])[CH:11]=2)[CH:6]=1. (2) Given the reactants Cl[C:2]1[N:7]=[C:6]([O:8][CH2:9][C:10]([F:13])([F:12])[F:11])[N:5]=[C:4]([NH:14][C:15]2[CH:24]=[CH:23][C:18]([C:19]([O:21][CH3:22])=[O:20])=[CH:17][CH:16]=2)[N:3]=1.[CH2:25]([O:28][C:29]1[CH:34]=[CH:33][C:32]([CH2:35][NH2:36])=[CH:31][CH:30]=1)[CH:26]=[CH2:27].CCN(C(C)C)C(C)C, predict the reaction product. The product is: [CH2:25]([O:28][C:29]1[CH:34]=[CH:33][C:32]([CH2:35][NH:36][C:2]2[N:7]=[C:6]([O:8][CH2:9][C:10]([F:13])([F:12])[F:11])[N:5]=[C:4]([NH:14][C:15]3[CH:24]=[CH:23][C:18]([C:19]([O:21][CH3:22])=[O:20])=[CH:17][CH:16]=3)[N:3]=2)=[CH:31][CH:30]=1)[CH:26]=[CH2:27]. (3) Given the reactants [NH2:1][CH2:2][CH:3]1[CH2:8][CH:7]([C:9]2[CH:14]=[CH:13][C:12]([C:15]([F:18])([F:17])[F:16])=[CH:11][CH:10]=2)[CH2:6][N:5]([C:19]([N:21]2[CH2:26][CH2:25][O:24][CH2:23][CH2:22]2)=[O:20])[CH2:4]1.[F:27][C:28]1[CH:29]=[C:30]([CH:34]=[CH:35][CH:36]=1)[C:31](Cl)=[O:32], predict the reaction product. The product is: [F:27][C:28]1[CH:29]=[C:30]([C:31]([NH:1][CH2:2][CH:3]2[CH2:8][CH:7]([C:9]3[CH:14]=[CH:13][C:12]([C:15]([F:17])([F:16])[F:18])=[CH:11][CH:10]=3)[CH2:6][N:5]([C:19]([N:21]3[CH2:26][CH2:25][O:24][CH2:23][CH2:22]3)=[O:20])[CH2:4]2)=[O:32])[CH:34]=[CH:35][CH:36]=1. (4) The product is: [CH3:1][C:2]1([CH3:30])[O:3][CH2:4][CH:5]([CH2:8][O:9][C:10]2[C:15]([CH3:16])=[CH:14][N:13]=[C:12]([CH2:17][S@:18]([C:20]3[NH:21][C:22]4[CH:28]=[CH:27][CH:26]=[CH:25][C:23]=4[N:24]=3)=[O:19])[C:11]=2[CH3:29])[CH2:6][O:7]1. Given the reactants [CH3:1][C:2]1([CH3:30])[O:7][CH2:6][CH:5]([CH2:8][O:9][C:10]2[C:15]([CH3:16])=[CH:14][N:13]=[C:12]([CH2:17][S:18]([C:20]3[NH:24][C:23]4[CH:25]=[CH:26][CH:27]=[CH:28][C:22]=4[N:21]=3)=[O:19])[C:11]=2[CH3:29])[CH2:4][O:3]1, predict the reaction product. (5) Given the reactants Cl[C:2]1[C:11]2[C:6](=[CH:7][CH:8]=[CH:9][CH:10]=2)[N:5]=[C:4]2[N:12]([C:16]3[CH:21]=[CH:20][CH:19]=[CH:18][N:17]=3)[N:13]=[C:14]([CH3:15])[C:3]=12.[CH3:22][O-:23].[Na+].CO, predict the reaction product. The product is: [CH3:22][O:23][C:2]1[C:11]2[C:6](=[CH:7][CH:8]=[CH:9][CH:10]=2)[N:5]=[C:4]2[N:12]([C:16]3[CH:21]=[CH:20][CH:19]=[CH:18][N:17]=3)[N:13]=[C:14]([CH3:15])[C:3]=12. (6) Given the reactants [Cl:1][C:2]1[CH:3]=[C:4]([CH:46]=[C:47]([Cl:49])[CH:48]=1)[O:5][C:6]1[C:7](=[O:45])[N:8]([CH2:16][C:17]2[C:25]3[C:20](=[N:21][C:22]([NH:26]CC4C=CC(OC)=CC=4)=[CH:23][CH:24]=3)[N:19](CC3C=CC(OC)=CC=3)[N:18]=2)[CH:9]=[CH:10][C:11]=1[C:12]([F:15])([F:14])[F:13], predict the reaction product. The product is: [NH2:26][C:22]1[N:21]=[C:20]2[NH:19][N:18]=[C:17]([CH2:16][N:8]3[CH:9]=[CH:10][C:11]([C:12]([F:13])([F:14])[F:15])=[C:6]([O:5][C:4]4[CH:46]=[C:47]([Cl:49])[CH:48]=[C:2]([Cl:1])[CH:3]=4)[C:7]3=[O:45])[C:25]2=[CH:24][CH:23]=1. (7) Given the reactants [NH2:1][CH2:2][CH:3]1[CH:8]([OH:9])[CH2:7][CH2:6][N:5]([CH2:10][C:11]2[CH:16]=[CH:15][CH:14]=[CH:13][CH:12]=2)[CH2:4]1.[C:17](O[C:17]([O:19][C:20]([CH3:23])([CH3:22])[CH3:21])=[O:18])([O:19][C:20]([CH3:23])([CH3:22])[CH3:21])=[O:18], predict the reaction product. The product is: [OH:9][CH:8]1[CH2:7][CH2:6][N:5]([CH2:10][C:11]2[CH:16]=[CH:15][CH:14]=[CH:13][CH:12]=2)[CH2:4][CH:3]1[CH2:2][NH:1][C:17](=[O:18])[O:19][C:20]([CH3:23])([CH3:22])[CH3:21]. (8) Given the reactants [NH2:1][CH2:2][CH2:3][CH2:4][O:5][C:6]1[CH:35]=[CH:34][C:9]([C:10]([N:12]2[C:21]3[C:16](=[CH:17][CH:18]=[CH:19][CH:20]=3)[C@H:15]([N:22]([C:26]3[CH:31]=[CH:30][C:29]([Cl:32])=[CH:28][CH:27]=3)[C:23](=[O:25])[CH3:24])[CH2:14][C@@H:13]2[CH3:33])=[O:11])=[CH:8][CH:7]=1.[CH3:36][N:37]1[CH2:44][CH2:43][CH2:42][C@H:38]1[C:39](O)=[O:40].C(Cl)CCl, predict the reaction product. The product is: [C:23]([N:22]([C:26]1[CH:31]=[CH:30][C:29]([Cl:32])=[CH:28][CH:27]=1)[C@H:15]1[C:16]2[C:21](=[CH:20][CH:19]=[CH:18][CH:17]=2)[N:12]([C:10]([C:9]2[CH:8]=[CH:7][C:6]([O:5][CH2:4][CH2:3][CH2:2][NH:1][C:39]([C@@H:38]3[CH2:42][CH2:43][CH2:44][N:37]3[CH3:36])=[O:40])=[CH:35][CH:34]=2)=[O:11])[CH:13]([CH3:33])[CH2:14]1)(=[O:25])[CH3:24]. (9) Given the reactants [CH:1]1[CH:6]=[C:5]([NH:7][C:8]2[N:13]=[CH:12][CH:11]=[CH:10][CH:9]=2)[N:4]=[CH:3][CH:2]=1.[C:14](OC(=O)C)(=[O:16])[CH3:15], predict the reaction product. The product is: [N:13]1[CH:12]=[CH:11][CH:10]=[CH:9][C:8]=1[N:7]([C:5]1[CH:6]=[CH:1][CH:2]=[CH:3][N:4]=1)[C:14](=[O:16])[CH3:15]. (10) Given the reactants [O:1]1[C:5]2[CH:6]=[CH:7][C:8]([C:10]3[CH:15]=[CH:14][C:13]([N:16]4[C:20]([CH2:21][C@@H:22]5[CH2:26][CH2:25][N:24]([C:27]([CH:29]6[CH2:31][CH2:30]6)=[O:28])[CH2:23]5)=[N:19][NH:18][C:17]4=[O:32])=[CH:12][CH:11]=3)=[CH:9][C:4]=2[CH:3]=[CH:2]1.C(=O)([O-])[O-].[K+].[K+].Cl[CH2:40][C:41]#[N:42], predict the reaction product. The product is: [O:1]1[C:5]2[CH:6]=[CH:7][C:8]([C:10]3[CH:11]=[CH:12][C:13]([N:16]4[C:17](=[O:32])[N:18]([CH2:40][C:41]#[N:42])[N:19]=[C:20]4[CH2:21][C@@H:22]4[CH2:26][CH2:25][N:24]([C:27]([CH:29]5[CH2:30][CH2:31]5)=[O:28])[CH2:23]4)=[CH:14][CH:15]=3)=[CH:9][C:4]=2[CH:3]=[CH:2]1.